Predict the reactants needed to synthesize the given product. From a dataset of Full USPTO retrosynthesis dataset with 1.9M reactions from patents (1976-2016). (1) Given the product [CH3:50][O:49][C:12]1[C:11]([NH2:10])=[CH:19][CH:18]=[C:17]2[C:13]=1[C:14]([C:39]1[CH:48]=[CH:47][C:46]3[C:41](=[CH:42][CH:43]=[CH:44][CH:45]=3)[CH:40]=1)=[N:15][N:16]2[C:20]([C:21]1[CH:26]=[CH:25][CH:24]=[CH:23][CH:22]=1)([C:33]1[CH:38]=[CH:37][CH:36]=[CH:35][CH:34]=1)[C:27]1[CH:32]=[CH:31][CH:30]=[CH:29][CH:28]=1, predict the reactants needed to synthesize it. The reactants are: C(OC(=O)[NH:10][C:11]1[C:12]([O:49][CH3:50])=[C:13]2[C:17](=[CH:18][CH:19]=1)[N:16]([C:20]([C:33]1[CH:38]=[CH:37][CH:36]=[CH:35][CH:34]=1)([C:27]1[CH:32]=[CH:31][CH:30]=[CH:29][CH:28]=1)[C:21]1[CH:26]=[CH:25][CH:24]=[CH:23][CH:22]=1)[N:15]=[C:14]2[C:39]1[CH:48]=[CH:47][C:46]2[C:41](=[CH:42][CH:43]=[CH:44][CH:45]=2)[CH:40]=1)C1C=CC=CC=1. (2) The reactants are: [CH:1]1([C:6]2[CH:11]=[C:10]([C:12]3[N:16]=[C:15]([C:17]4[CH:22]=[C:21]([CH3:23])[C:20]([OH:24])=[C:19]([CH2:25][CH3:26])[CH:18]=4)[O:14][N:13]=3)[CH:9]=[C:8]([O:27][CH3:28])[N:7]=2)[CH2:5][CH2:4][CH2:3][CH2:2]1.[CH2:29]([C@@H:31]1[O:33][CH2:32]1)Cl. Given the product [CH:1]1([C:6]2[CH:11]=[C:10]([C:12]3[N:16]=[C:15]([C:17]4[CH:22]=[C:21]([CH3:23])[C:20]([O:24][CH2:29][C@@H:31]5[CH2:32][O:33]5)=[C:19]([CH2:25][CH3:26])[CH:18]=4)[O:14][N:13]=3)[CH:9]=[C:8]([O:27][CH3:28])[N:7]=2)[CH2:2][CH2:3][CH2:4][CH2:5]1, predict the reactants needed to synthesize it. (3) The reactants are: [CH2:1]([O:8][C:9]([NH:11][CH2:12][C:13]([N:15]([CH2:17][CH:18](OC)OC)[CH3:16])=[O:14])=[O:10])[C:2]1[CH:7]=[CH:6][CH:5]=[CH:4][CH:3]=1.O.C1(C)C=CC(S(O)(=O)=O)=CC=1. Given the product [CH2:1]([O:8][C:9]([N:11]1[CH:18]=[CH:17][N:15]([CH3:16])[C:13](=[O:14])[CH2:12]1)=[O:10])[C:2]1[CH:3]=[CH:4][CH:5]=[CH:6][CH:7]=1, predict the reactants needed to synthesize it. (4) Given the product [O:15]=[C:6]1[NH:7][C:8]2[CH:9]=[CH:10][CH:11]=[C:12]([CH:24]=[O:25])[C:13]=2[O:5]1, predict the reactants needed to synthesize it. The reactants are: C([O:5][C:6](=[O:15])[NH:7][C:8]1[CH:13]=[CH:12][CH:11]=[C:10](F)[CH:9]=1)(C)(C)C.C([Li])(C)(C)C.CN([CH:24]=[O:25])C. (5) Given the product [ClH:18].[N:14]1[CH:15]=[CH:16][C:11]([C:8]2[CH:9]=[CH:10][C:5]([C:4]([OH:17])=[O:3])=[CH:6][CH:7]=2)=[CH:12][CH:13]=1, predict the reactants needed to synthesize it. The reactants are: C([O:3][C:4](=[O:17])[C:5]1[CH:10]=[CH:9][C:8]([C:11]2[CH:16]=[CH:15][N:14]=[CH:13][CH:12]=2)=[CH:7][CH:6]=1)C.[ClH:18].